Task: Regression. Given two drug SMILES strings and cell line genomic features, predict the synergy score measuring deviation from expected non-interaction effect.. Dataset: NCI-60 drug combinations with 297,098 pairs across 59 cell lines Drug 1: CCC1(CC2CC(C3=C(CCN(C2)C1)C4=CC=CC=C4N3)(C5=C(C=C6C(=C5)C78CCN9C7C(C=CC9)(C(C(C8N6C)(C(=O)OC)O)OC(=O)C)CC)OC)C(=O)OC)O.OS(=O)(=O)O. Drug 2: CN(CCCl)CCCl.Cl. Cell line: UACC-257. Synergy scores: CSS=0.760, Synergy_ZIP=-1.45, Synergy_Bliss=-0.383, Synergy_Loewe=-2.34, Synergy_HSA=-1.62.